Dataset: Forward reaction prediction with 1.9M reactions from USPTO patents (1976-2016). Task: Predict the product of the given reaction. (1) The product is: [CH3:1][C:2]1[C:3]([C:12]2[CH:16]=[C:15]3[N:17]=[C:18]([OH:25])[CH:19]=[C:20]([OH:21])[N:14]3[N:13]=2)=[N:4][C:5]2[C:10]([N:11]=1)=[CH:9][CH:8]=[CH:7][CH:6]=2. Given the reactants [CH3:1][C:2]1[C:3]([C:12]2[CH:16]=[C:15]([NH:17][C:18](=[O:25])[CH2:19][C:20](OCC)=[O:21])[NH:14][N:13]=2)=[N:4][C:5]2[C:10]([N:11]=1)=[CH:9][CH:8]=[CH:7][CH:6]=2, predict the reaction product. (2) Given the reactants [Cl:1][C:2]1[CH:3]=[C:4]([C@@H:8]([OH:33])[C@H:9]([N:17]([CH2:29][CH:30]2[CH2:32][CH2:31]2)[C:18](=[O:28])/[CH:19]=[CH:20]/[C:21]([O:23][C:24]([CH3:27])([CH3:26])[CH3:25])=[O:22])[C:10]2[CH:15]=[CH:14][C:13]([Cl:16])=[CH:12][CH:11]=2)[CH:5]=[CH:6][CH:7]=1.[H-].[Na+], predict the reaction product. The product is: [Cl:1][C:2]1[CH:3]=[C:4]([C@@H:8]2[C@@H:9]([C:10]3[CH:15]=[CH:14][C:13]([Cl:16])=[CH:12][CH:11]=3)[N:17]([CH2:29][CH:30]3[CH2:31][CH2:32]3)[C:18](=[O:28])[C@@H:19]([CH2:20][C:21]([O:23][C:24]([CH3:26])([CH3:27])[CH3:25])=[O:22])[O:33]2)[CH:5]=[CH:6][CH:7]=1.[Cl:1][C:2]1[CH:3]=[C:4]([C@@H:8]2[C@@H:9]([C:10]3[CH:15]=[CH:14][C:13]([Cl:16])=[CH:12][CH:11]=3)[N:17]([CH2:29][CH:30]3[CH2:31][CH2:32]3)[C:18](=[O:28])[C@H:19]([CH2:20][C:21]([O:23][C:24]([CH3:26])([CH3:27])[CH3:25])=[O:22])[O:33]2)[CH:5]=[CH:6][CH:7]=1. (3) Given the reactants [C:1]([N:5]1[C:9]2[CH:10]=[CH:11][CH:12]=[CH:13][C:8]=2[NH:7][C:6]1=[O:14])([CH3:4])([CH3:3])[CH3:2].[H-].[Na+].[C:17]1([C@H:23]2[O:25][C@@H:24]2[CH2:26][OH:27])[CH:22]=[CH:21][CH:20]=[CH:19][CH:18]=1, predict the reaction product. The product is: [C:1]([N:5]1[C:9]2[CH:10]=[CH:11][CH:12]=[CH:13][C:8]=2[N:7]([C@@H:23]([C:17]2[CH:22]=[CH:21][CH:20]=[CH:19][CH:18]=2)[C@H:24]([OH:25])[CH2:26][OH:27])[C:6]1=[O:14])([CH3:4])([CH3:2])[CH3:3]. (4) Given the reactants Cl[CH:2]([C:9]1[CH:14]=[CH:13][CH:12]=[CH:11][CH:10]=1)[C:3]1[CH:8]=[CH:7][CH:6]=[CH:5][CH:4]=1.[OH:15][N:16]1[C:20](=[O:21])[C:19]2=[CH:22][CH:23]=[CH:24][CH:25]=[C:18]2[C:17]1=[O:26].CCN(CC)CC.O, predict the reaction product. The product is: [CH:2]([O:15][N:16]1[C:17](=[O:26])[C:18]2=[CH:25][CH:24]=[CH:23][CH:22]=[C:19]2[C:20]1=[O:21])([C:9]1[CH:14]=[CH:13][CH:12]=[CH:11][CH:10]=1)[C:3]1[CH:8]=[CH:7][CH:6]=[CH:5][CH:4]=1. (5) Given the reactants C(O[C:4](=[O:25])[C:5](=[CH:11][NH:12][C:13]1[CH:18]=[CH:17][C:16]([I:19])=[CH:15][C:14]=1[CH2:20][O:21][C:22](=[O:24])[CH3:23])[C:6]([O:8][CH2:9][CH3:10])=[O:7])C, predict the reaction product. The product is: [CH2:9]([O:8][C:6]([C:5]1[C:4](=[O:25])[C:18]2[C:13](=[C:14]([CH2:20][O:21][C:22](=[O:24])[CH3:23])[CH:15]=[C:16]([I:19])[CH:17]=2)[NH:12][CH:11]=1)=[O:7])[CH3:10]. (6) Given the reactants C(OC(=O)[NH:7][C@H:8]([C:19](=[S:21])[NH2:20])[CH2:9][C:10]1[CH:15]=[CH:14][C:13]([N+:16]([O-:18])=[O:17])=[CH:12][CH:11]=1)(C)(C)C.[Br:23][CH2:24][C:25](=O)[CH2:26][CH3:27].C(OCC)C, predict the reaction product. The product is: [BrH:23].[CH2:26]([C:25]1[N:20]=[C:19]([C@@H:8]([NH2:7])[CH2:9][C:10]2[CH:11]=[CH:12][C:13]([N+:16]([O-:18])=[O:17])=[CH:14][CH:15]=2)[S:21][CH:24]=1)[CH3:27].